From a dataset of Reaction yield outcomes from USPTO patents with 853,638 reactions. Predict the reaction yield, written as a fraction of the theoretical maximum amount of product (1.0 means a 100% yield; for example, 0.34 means a 34% yield). (1) The reactants are Cl.C(OC([NH:9][CH2:10][CH2:11][O:12][C:13]1[CH:43]=[CH:42][C:16]([CH2:17]/[C:18](=[C:23](\[C@H:28]2[CH2:33][CH2:32][C@@H:31]([O:34][Si](C(C)(C)C)(C)C)[CH2:30][CH2:29]2)/[C:24]([O:26][CH3:27])=[O:25])/[C:19]([O:21][CH3:22])=[O:20])=[CH:15][CH:14]=1)=O)(C)(C)C. The catalyst is C(O)C. The product is [NH2:9][CH2:10][CH2:11][O:12][C:13]1[CH:14]=[CH:15][C:16]([CH2:17]/[C:18](=[C:23](\[C@H:28]2[CH2:33][CH2:32][C@@H:31]([OH:34])[CH2:30][CH2:29]2)/[C:24]([O:26][CH3:27])=[O:25])/[C:19]([O:21][CH3:22])=[O:20])=[CH:42][CH:43]=1. The yield is 0.830. (2) The reactants are CO[C:3]([C:5]1[CH2:6][CH2:7][N:8]([C:11]2[N:16]=[CH:15][CH:14]=[CH:13][N:12]=2)[CH2:9][CH:10]=1)=[O:4].Cl.[CH3:18][NH:19][O:20][CH3:21].C([Mg]Cl)(C)C. The catalyst is C1COCC1. The product is [CH3:21][O:20][N:19]([CH3:18])[C:3]([C:5]1[CH2:6][CH2:7][N:8]([C:11]2[N:12]=[CH:13][CH:14]=[CH:15][N:16]=2)[CH2:9][CH:10]=1)=[O:4]. The yield is 0.580. (3) The reactants are CS(O)(=O)=O.[NH2:6][C:7]1[CH:16]=[C:15]2[C:10]([CH:11]=[C:12]([C:20]3[C:21]([Cl:37])=[CH:22][C:23]([F:36])=[C:24]([NH:26][C:27]([NH:29][C:30]4[CH:35]=[CH:34][CH:33]=[CH:32][CH:31]=4)=[O:28])[CH:25]=3)[C:13](=[O:19])[N:14]2[CH2:17][CH3:18])=[CH:9][N:8]=1.[CH3:38][O:39][C:40](Cl)=[O:41]. The catalyst is N1C=CC=CC=1. The product is [Cl:37][C:21]1[CH:22]=[C:23]([F:36])[C:24]([NH:26][C:27]([NH:29][C:30]2[CH:31]=[CH:32][CH:33]=[CH:34][CH:35]=2)=[O:28])=[CH:25][C:20]=1[C:12]1[C:13](=[O:19])[N:14]([CH2:17][CH3:18])[C:15]2[C:10]([CH:11]=1)=[CH:9][N:8]=[C:7]([NH:6][C:40](=[O:41])[O:39][CH3:38])[CH:16]=2. The yield is 0.870. (4) The reactants are [F:1][C:2]1([F:12])[CH2:7][N:6]2[C:8]([NH2:11])=[N:9]C[C:5]2=[N:4][CH2:3]1.Br[C:14]1[CH:15]=[C:16]([CH:24]=[CH:25][C:26]=1[F:27])[CH2:17][C:18]1[CH:23]=[CH:22][N:21]=[CH:20][CH:19]=1.[F:28][C:29]1[C:34](B(O)O)=[CH:33][CH:32]=[CH:31][N:30]=1.[C:38](=[O:41])([O-])[O-:39].[Cs+].[Cs+]. The catalyst is COCCOC.O.C(O)C. The product is [C:38]([OH:39])(=[O:41])[CH3:2].[F:1][C:2]1([F:12])[CH2:7][N:6]2[C:8]([NH2:11])=[N:9][C:17]([C:16]3[CH:24]=[CH:25][C:26]([F:27])=[C:14]([C:34]4[C:29]([F:28])=[N:30][CH:31]=[CH:32][CH:33]=4)[CH:15]=3)([C:18]3[CH:23]=[CH:22][N:21]=[CH:20][CH:19]=3)[C:5]2=[N:4][CH2:3]1. The yield is 0.820. (5) The reactants are [CH3:1][C:2]1[CH:7]=[C:6]([CH3:8])[N:5]2[N:9]=[C:10]([SH:12])[N:11]=[C:4]2[N:3]=1.[NH:13]1[C:21]2[C:16](=[CH:17][CH:18]=[CH:19][CH:20]=2)[C:15]([CH2:22][CH2:23]O)=[CH:14]1. No catalyst specified. The product is [CH3:1][C:2]1[CH:7]=[C:6]([CH3:8])[N:5]2[N:9]=[C:10]([S:12][CH2:23][CH2:22][C:15]3[C:16]4[C:21](=[CH:20][CH:19]=[CH:18][CH:17]=4)[NH:13][CH:14]=3)[N:11]=[C:4]2[N:3]=1. The yield is 0.540. (6) The catalyst is CN(C=O)C. The yield is 0.945. The reactants are [Br:1][C:2]1[C:11]([OH:12])=[CH:10][CH:9]=[C:8]2[C:3]=1[CH:4]=[CH:5][C:6]([CH2:13][N:14]([CH3:27])[C:15]([C:17]1[C:25]3[C:20](=[CH:21][CH:22]=[CH:23][CH:24]=3)[N:19]([CH3:26])[CH:18]=1)=[O:16])=[CH:7]2.C(=O)([O-])[O-].[K+].[K+].Br[CH2:35][C:36]#[N:37]. The product is [Br:1][C:2]1[C:11]([O:12][CH2:35][C:36]#[N:37])=[CH:10][CH:9]=[C:8]2[C:3]=1[CH:4]=[CH:5][C:6]([CH2:13][N:14]([CH3:27])[C:15]([C:17]1[C:25]3[C:20](=[CH:21][CH:22]=[CH:23][CH:24]=3)[N:19]([CH3:26])[CH:18]=1)=[O:16])=[CH:7]2. (7) The yield is 0.486. The catalyst is C1C=CC([P]([Pd]([P](C2C=CC=CC=2)(C2C=CC=CC=2)C2C=CC=CC=2)([P](C2C=CC=CC=2)(C2C=CC=CC=2)C2C=CC=CC=2)[P](C2C=CC=CC=2)(C2C=CC=CC=2)C2C=CC=CC=2)(C2C=CC=CC=2)C2C=CC=CC=2)=CC=1. The reactants are Br[C:2]1[CH:3]=[C:4]2[C:9](=[CH:10][CH:11]=1)C=NC/[C:5]/2=[CH:12]\[NH:13][CH2:14][C:15]1[CH:20]=[CH:19][C:18]([O:21][CH:22]([F:24])[F:23])=[C:17]([OH:25])[CH:16]=1.[O:26]1[CH:30]=[CH:29][C:28](B(O)O)=[CH:27]1.C([O-])([O-])=[O:35].[Na+].[Na+].C[N:41]([CH3:44])[CH:42]=[O:43]. The product is [F:23][CH:22]([F:24])[O:21][C:18]1[CH:19]=[CH:20][C:15]([CH2:14][NH:13]/[CH:12]=[C:5]2\[C:44](=[O:35])[NH:41][C:42](=[O:43])[C:3]3[C:4]\2=[CH:9][C:10]([C:28]2[CH:29]=[CH:30][O:26][CH:27]=2)=[CH:11][CH:2]=3)=[CH:16][C:17]=1[OH:25]. (8) The reactants are [CH3:1][O:2][C:3]1[CH:4]=[C:5]([O:18][S:19]([CH3:22])(=[O:21])=[O:20])[CH:6]=[C:7](B2OC(C)(C)C(C)(C)O2)[CH:8]=1.N1C=CC=CC=1.CS([Cl:33])(=O)=O. The catalyst is ClCCl. The product is [Cl:33][C:7]1[CH:6]=[C:5]([O:18][S:19]([CH3:22])(=[O:21])=[O:20])[CH:4]=[C:3]([O:2][CH3:1])[CH:8]=1. The yield is 0.380. (9) The reactants are [CH3:1][O:2][C:3](=[O:46])[NH:4][CH:5]([C:12]([N:14]1[CH2:18][CH2:17][CH2:16][CH:15]1[C:19]1[NH:20][C:21]([C:24]2[CH:29]=[CH:28][C:27]([C:30]3[CH:35]=[CH:34][C:33]([C:36]4[NH:37][C:38]([CH:41]5[CH2:45][CH2:44][CH2:43][NH:42]5)=[N:39][CH:40]=4)=[CH:32][CH:31]=3)=[CH:26][CH:25]=2)=[CH:22][N:23]=1)=[O:13])[CH2:6][CH2:7][C:8]([F:11])([F:10])[F:9].[CH3:47][O:48][C:49]([NH:51][CH:52]([CH:56]([CH3:58])[CH3:57])[C:53](O)=[O:54])=[O:50].CN(C(ON1N=NC2C=CC=NC1=2)=[N+](C)C)C.F[P-](F)(F)(F)(F)F.C(N(C(C)C)CC)(C)C. The catalyst is CN(C)C=O. The product is [CH3:1][O:2][C:3](=[O:46])[NH:4][CH:5]([C:12]([N:14]1[CH2:18][CH2:17][CH2:16][CH:15]1[C:19]1[NH:20][C:21]([C:24]2[CH:25]=[CH:26][C:27]([C:30]3[CH:35]=[CH:34][C:33]([C:36]4[NH:37][C:38]([CH:41]5[CH2:45][CH2:44][CH2:43][N:42]5[C:53](=[O:54])[CH:52]([NH:51][C:49]([O:48][CH3:47])=[O:50])[CH:56]([CH3:58])[CH3:57])=[N:39][CH:40]=4)=[CH:32][CH:31]=3)=[CH:28][CH:29]=2)=[CH:22][N:23]=1)=[O:13])[CH2:6][CH2:7][C:8]([F:9])([F:11])[F:10]. The yield is 0.470.